Regression. Given a peptide amino acid sequence and an MHC pseudo amino acid sequence, predict their binding affinity value. This is MHC class II binding data. From a dataset of Peptide-MHC class II binding affinity with 134,281 pairs from IEDB. (1) The peptide sequence is AGGLLEQAAAVEEAS. The MHC is HLA-DPA10301-DPB10402 with pseudo-sequence HLA-DPA10301-DPB10402. The binding affinity (normalized) is 0. (2) The peptide sequence is VMGDTAWDFSSAGGF. The MHC is HLA-DQA10303-DQB10402 with pseudo-sequence HLA-DQA10303-DQB10402. The binding affinity (normalized) is 0.151. (3) The peptide sequence is EKKYCAATQFEPLAA. The MHC is HLA-DQA10401-DQB10402 with pseudo-sequence HLA-DQA10401-DQB10402. The binding affinity (normalized) is 0.361. (4) The peptide sequence is LYDVIPVTYTSSDDQ. The binding affinity (normalized) is 0.377. The MHC is DRB1_0101 with pseudo-sequence DRB1_0101.